From a dataset of Retrosynthesis with 50K atom-mapped reactions and 10 reaction types from USPTO. Predict the reactants needed to synthesize the given product. Given the product C=CCOC(=O)N(CC1CCNCC1)[C@@H]1C[C@H]1c1ccccc1, predict the reactants needed to synthesize it. The reactants are: C=CCOC(=O)N(CC1CCN(C(=O)OC(C)(C)C)CC1)[C@@H]1C[C@H]1c1ccccc1.